Dataset: Reaction yield outcomes from USPTO patents with 853,638 reactions. Task: Predict the reaction yield, written as a fraction of the theoretical maximum amount of product (1.0 means a 100% yield; for example, 0.34 means a 34% yield). (1) The reactants are Cl.[CH3:2][O:3][C:4](=[O:9])[C@H:5]([CH2:7][OH:8])[NH2:6].[CH3:10][CH:11]([CH3:14])[CH:12]=O.C(N(CC)CC)C.O. The catalyst is C1(C)C=CC=CC=1. The product is [CH3:2][O:3][C:4]([C@@H:5]1[CH2:7][O:8][CH:10]([CH:11]([CH3:14])[CH3:12])[NH:6]1)=[O:9]. The yield is 0.800. (2) The reactants are [NH2:1][C:2]1[CH:15]=[CH:14][C:13]([Cl:16])=[CH:12][C:3]=1[C:4]([C:6]1[CH:11]=[CH:10][CH:9]=[CH:8][CH:7]=1)=[O:5].[Br:17][C:18]1[CH:23]=[CH:22][C:21]([S:24](Cl)(=[O:26])=[O:25])=[CH:20][CH:19]=1.Cl. The catalyst is N1C=CC=CC=1.CCOC(C)=O.O. The product is [C:4]([C:3]1[CH:12]=[C:13]([Cl:16])[CH:14]=[CH:15][C:2]=1[NH:1][S:24]([C:21]1[CH:22]=[CH:23][C:18]([Br:17])=[CH:19][CH:20]=1)(=[O:26])=[O:25])(=[O:5])[C:6]1[CH:7]=[CH:8][CH:9]=[CH:10][CH:11]=1. The yield is 0.980. (3) The reactants are [OH-].[Na+].BrBr.O(Br)[Na].[OH:8][C@H:9]1[CH2:14][C@H:13]([CH3:15])[CH2:12][CH2:11][C@H:10]1[C:16](=[O:18])C.[O-:19]S([O-])=O.[Na+].[Na+].Cl. The catalyst is O.O1CCOCC1. The product is [OH:8][C@H:9]1[CH2:14][C@H:13]([CH3:15])[CH2:12][CH2:11][C@H:10]1[C:16]([OH:18])=[O:19]. The yield is 0.920. (4) The reactants are [N:1]([C@H:4]1[CH2:9][CH2:8][O:7][CH2:6][C@H:5]1[NH:10]C(=O)OC(C)(C)C)=[N+:2]=[N-:3].O1CCOCC1.Cl.Cl. The catalyst is C(Cl)Cl. The product is [N:1]([C@H:4]1[CH2:9][CH2:8][O:7][CH2:6][C@H:5]1[NH2:10])=[N+:2]=[N-:3]. The yield is 0.990. (5) The reactants are [CH3:1]N(C=O)C.[Br:6][C:7]1[CH:12]=[CH:11][C:10]([S:13]([NH:16][C:17]([CH3:20])([CH3:19])[CH3:18])(=[O:15])=[O:14])=[CH:9][CH:8]=1.IC.C([O-])([O-])=O.[K+].[K+]. The catalyst is C(OCC)(=O)C.O. The product is [Br:6][C:7]1[CH:8]=[CH:9][C:10]([S:13]([N:16]([C:17]([CH3:20])([CH3:19])[CH3:18])[CH3:1])(=[O:15])=[O:14])=[CH:11][CH:12]=1. The yield is 0.970. (6) The reactants are [C:1]([Cl:6])(=O)[C:2](Cl)=[O:3].[C:7]([N:11]1C(=O)C(O)=[C:13]([C:18]2[CH:23]=[CH:22][CH:21]=[CH:20][CH:19]=2)[S:12]1(=[O:25])=[O:24])([CH3:10])([CH3:9])[CH3:8].CN(C=O)C. The catalyst is C(Cl)Cl. The product is [C:7]([N:11]1[C:2](=[O:3])[C:1]([Cl:6])=[C:13]([C:18]2[CH:23]=[CH:22][CH:21]=[CH:20][CH:19]=2)[S:12]1(=[O:25])=[O:24])([CH3:10])([CH3:8])[CH3:9]. The yield is 0.740. (7) The reactants are [Br:1][C:2]1[CH:3]=[C:4]([CH2:7][N:8]2[C:12](=[O:13])[O:11][N:10]=[C:9]2[C:14]2[C:18]([NH:19][CH2:20][CH2:21][OH:22])=[N:17][O:16][N:15]=2)[O:5][CH:6]=1.[CH3:23][S:24](Cl)(=[O:26])=[O:25].C(N(CC)CC)C. The catalyst is C(OCC)(=O)C. The product is [CH3:23][S:24]([O:22][CH2:21][CH2:20][NH:19][C:18]1[C:14]([C:9]2[N:8]([CH2:7][C:4]3[O:5][CH:6]=[C:2]([Br:1])[CH:3]=3)[C:12](=[O:13])[O:11][N:10]=2)=[N:15][O:16][N:17]=1)(=[O:26])=[O:25]. The yield is 1.00.